This data is from Retrosynthesis with 50K atom-mapped reactions and 10 reaction types from USPTO. The task is: Predict the reactants needed to synthesize the given product. Given the product Cc1cc(C)c(NC(=O)Nc2cc(F)ccc2C(=O)N[C@@](C)(C(=O)O)C2CCCCC2)c(C)c1, predict the reactants needed to synthesize it. The reactants are: COC(=O)[C@](C)(NC(=O)c1ccc(F)cc1NC(=O)Nc1c(C)cc(C)cc1C)C1CCCCC1.